Predict the reactants needed to synthesize the given product. From a dataset of Full USPTO retrosynthesis dataset with 1.9M reactions from patents (1976-2016). (1) The reactants are: [O:1]1CCCC1.[CH:6]1(/[C:10](/[C:41]2[CH:46]=[CH:45][C:44]([S:47][CH3:48])=[CH:43][C:42]=2[CH3:49])=[C:11](/[C:28]2[CH:33]=[CH:32][C:31](/[CH:34]=[CH:35]/[C:36]([O:38][CH2:39][CH3:40])=[O:37])=[CH:30][CH:29]=2)\[C:12]2[CH:13]=[C:14]3[C:18](=[CH:19][CH:20]=2)[N:17]([CH:21]2[CH2:26][CH2:25][CH2:24][CH2:23][O:22]2)[N:16]=[C:15]3[F:27])[CH2:9][CH2:8][CH2:7]1.I([O-])(=O)(=O)=O.[Na+]. Given the product [CH:6]1(/[C:10](/[C:41]2[CH:46]=[CH:45][C:44]([S:47]([CH3:48])=[O:1])=[CH:43][C:42]=2[CH3:49])=[C:11](/[C:28]2[CH:33]=[CH:32][C:31](/[CH:34]=[CH:35]/[C:36]([O:38][CH2:39][CH3:40])=[O:37])=[CH:30][CH:29]=2)\[C:12]2[CH:13]=[C:14]3[C:18](=[CH:19][CH:20]=2)[N:17]([CH:21]2[CH2:26][CH2:25][CH2:24][CH2:23][O:22]2)[N:16]=[C:15]3[F:27])[CH2:7][CH2:8][CH2:9]1, predict the reactants needed to synthesize it. (2) Given the product [Cl:6][C:7]1[C:8]([C:13]2[CH:21]=[C:20]([C:22]([F:25])([F:24])[F:23])[CH:19]=[CH:18][C:14]=2[C:15]2[O:17][C:29](=[O:30])[C:28]3[CH:32]=[C:33]([CH:37]=[N:38][NH:39][C:40]([NH2:41])=[O:42])[CH:34]=[C:35]([CH3:36])[C:27]=3[N:26]=2)=[N:9][CH:10]=[CH:11][CH:12]=1, predict the reactants needed to synthesize it. The reactants are: CS(Cl)(=O)=O.[Cl:6][C:7]1[C:8]([C:13]2[CH:21]=[C:20]([C:22]([F:25])([F:24])[F:23])[CH:19]=[CH:18][C:14]=2[C:15]([OH:17])=O)=[N:9][CH:10]=[CH:11][CH:12]=1.[NH2:26][C:27]1[C:35]([CH3:36])=[CH:34][C:33](/[CH:37]=[N:38]/[NH:39][C:40](=[O:42])[NH2:41])=[CH:32][C:28]=1[C:29](O)=[O:30].C([O-])([O-])=O.[K+].[K+]. (3) Given the product [Si:25]([O:11][CH2:10][CH2:9][CH2:8][NH:7][CH2:6][C:5]1[CH:12]=[CH:13][CH:14]=[CH:15][C:4]=1[N+:1]([O-:3])=[O:2])([C:21]([CH3:24])([CH3:23])[CH3:22])([C:32]1[CH:33]=[CH:34][CH:35]=[CH:36][CH:37]=1)[C:26]1[CH:31]=[CH:30][CH:29]=[CH:28][CH:27]=1, predict the reactants needed to synthesize it. The reactants are: [N+:1]([C:4]1[CH:15]=[CH:14][CH:13]=[CH:12][C:5]=1[CH2:6][NH:7][CH2:8][CH2:9][CH2:10][OH:11])([O-:3])=[O:2].N1C=CN=C1.[C:21]([Si:25](Cl)([C:32]1[CH:37]=[CH:36][CH:35]=[CH:34][CH:33]=1)[C:26]1[CH:31]=[CH:30][CH:29]=[CH:28][CH:27]=1)([CH3:24])([CH3:23])[CH3:22]. (4) Given the product [CH3:15][O:14][C:9]1[CH:10]=[C:11]([CH3:13])[C:12]([S:2]([Cl:1])(=[O:5])=[O:3])=[C:7]([CH3:6])[CH:8]=1, predict the reactants needed to synthesize it. The reactants are: [Cl:1][S:2]([OH:5])(=O)=[O:3].[CH3:6][C:7]1[CH:8]=[C:9]([O:14][CH3:15])[CH:10]=[C:11]([CH3:13])[CH:12]=1.